This data is from Reaction yield outcomes from USPTO patents with 853,638 reactions. The task is: Predict the reaction yield, written as a fraction of the theoretical maximum amount of product (1.0 means a 100% yield; for example, 0.34 means a 34% yield). (1) The reactants are C([O:3][C:4](=[O:12])[CH2:5][C:6]1[N:7]=[C:8]([CH3:11])[O:9][CH:10]=1)C.O[Li].O. The catalyst is C1COCC1.O. The product is [CH3:11][C:8]1[O:9][CH:10]=[C:6]([CH2:5][C:4]([OH:12])=[O:3])[N:7]=1. The yield is 0.990. (2) The reactants are [C:1]([C:5]1[CH:6]=[C:7]([NH:18][C:19]([NH:21][C@@H:22]2[C:31]3[C:26](=[CH:27][CH:28]=[CH:29][CH:30]=3)[C@H:25]([O:32][C:33]3[CH:34]=[CH:35][C:36]4[N:37]([C:39]([C@@H:42]5[CH2:46][CH2:45][CH2:44][N:43]5[CH3:47])=[N:40][N:41]=4)[CH:38]=3)[CH2:24][CH2:23]2)=[O:20])[N:8]([C:10]2[CH:15]=[CH:14][CH:13]=[C:12]([CH2:16][OH:17])[CH:11]=2)[N:9]=1)([CH3:4])([CH3:3])[CH3:2].CCN(C(C)C)C(C)C.[CH3:57][S:58](Cl)(=[O:60])=[O:59]. The catalyst is C(Cl)Cl. The product is [C:1]([C:5]1[CH:6]=[C:7]([NH:18][C:19]([NH:21][C@@H:22]2[C:31]3[C:26](=[CH:27][CH:28]=[CH:29][CH:30]=3)[C@H:25]([O:32][C:33]3[CH:34]=[CH:35][C:36]4[N:37]([C:39]([C@@H:42]5[CH2:46][CH2:45][CH2:44][N:43]5[CH3:47])=[N:40][N:41]=4)[CH:38]=3)[CH2:24][CH2:23]2)=[O:20])[N:8]([C:10]2[CH:11]=[C:12]([CH:13]=[CH:14][CH:15]=2)[CH2:16][O:17][S:58]([CH3:57])(=[O:60])=[O:59])[N:9]=1)([CH3:4])([CH3:2])[CH3:3]. The yield is 0.920. (3) The reactants are [CH3:1][N:2]([S:21]([C:24]1[S:25][CH:26]=[CH:27][CH:28]=1)(=[O:23])=[O:22])[C:3]1[CH:4]=[CH:5][CH:6]=[C:7]2[C:11]=1[NH:10][C:9]([C:12]1[S:13][CH:14]([CH2:17]C(O)=O)[CH2:15][N:16]=1)=[CH:8]2.[CH2:29]([N:31]([CH2:34]C)CC)C.C1(P(N=[N+]=[N-])(C2C=CC=CC=2)=[O:43])C=CC=CC=1.CN(C)[CH:55]=[O:56]. The catalyst is C(OCC)(=O)C.CO. The product is [CH3:1][N:2]([S:21]([C:24]1[S:25][CH:26]=[CH:27][CH:28]=1)(=[O:22])=[O:23])[C:3]1[CH:4]=[CH:5][CH:6]=[C:7]2[C:11]=1[NH:10][C:9]([C:12]1[S:13][CH:14]([CH2:17][CH2:29][NH:31][C:34](=[O:43])[O:56][CH3:55])[CH2:15][N:16]=1)=[CH:8]2. The yield is 0.280.